From a dataset of Forward reaction prediction with 1.9M reactions from USPTO patents (1976-2016). Predict the product of the given reaction. (1) Given the reactants [C:1]([C:3]1[N:8]=[CH:7][C:6]([NH:9][C:10]([N:12]2[CH2:17][CH2:16][N:15]([C:18]3[S:22][N:21]=[C:20]([C:23]4[CH:28]=[CH:27][CH:26]=[CH:25][CH:24]=4)[N:19]=3)[CH2:14][CH2:13]2)=[O:11])=[CH:5][CH:4]=1)#[N:2].[OH-:29].[Na+].O, predict the reaction product. The product is: [NH2:2][C:1]([C:3]1[N:8]=[CH:7][C:6]([NH:9][C:10]([N:12]2[CH2:13][CH2:14][N:15]([C:18]3[S:22][N:21]=[C:20]([C:23]4[CH:28]=[CH:27][CH:26]=[CH:25][CH:24]=4)[N:19]=3)[CH2:16][CH2:17]2)=[O:11])=[CH:5][CH:4]=1)=[O:29]. (2) The product is: [CH3:1][O:2][C:3]1[CH:18]=[CH:17][C:6]([CH2:7][N:8]2[N:12]=[N:11][C:10]([CH2:13][C:14]([Cl:21])=[O:15])=[N:9]2)=[CH:5][CH:4]=1. Given the reactants [CH3:1][O:2][C:3]1[CH:18]=[CH:17][C:6]([CH2:7][N:8]2[N:12]=[N:11][C:10]([CH2:13][C:14](O)=[O:15])=[N:9]2)=[CH:5][CH:4]=1.S(Cl)([Cl:21])=O, predict the reaction product. (3) The product is: [CH2:1]([O:8][C:9]1[CH:18]=[C:17]2[C:12]([C:13]([Cl:31])=[N:14][C:15]([C:19]([C:20]3[CH:25]=[CH:24][C:23]([F:26])=[CH:22][CH:21]=3)=[O:27])=[N:16]2)=[CH:11][CH:10]=1)[C:2]1[CH:7]=[CH:6][CH:5]=[CH:4][CH:3]=1. Given the reactants [CH2:1]([O:8][C:9]1[CH:18]=[C:17]2[C:12]([C:13](=O)[NH:14][C:15]([C:19](=[O:27])[C:20]3[CH:25]=[CH:24][C:23]([F:26])=[CH:22][CH:21]=3)=[N:16]2)=[CH:11][CH:10]=1)[C:2]1[CH:7]=[CH:6][CH:5]=[CH:4][CH:3]=1.P(Cl)(Cl)([Cl:31])=O, predict the reaction product. (4) Given the reactants [F:1][C:2]1[C:7]([C:8]2[CH:13]=[CH:12][CH:11]=[C:10]([C:14]#[C:15][C:16]3[CH:17]=[N:18][N:19]([CH2:21][CH2:22][F:23])[CH:20]=3)[CH:9]=2)=[CH:6][CH:5]=[CH:4][N:3]=1.C([O-])(O)=[O:25].[Na+].[O-]S([O-])(=O)=O.[Mg+2].[Mn]([O-])(=O)(=O)=O.[K+].[OH2:41], predict the reaction product. The product is: [F:23][CH2:22][CH2:21][N:19]1[CH:20]=[C:16]([C:15](=[O:25])[C:14]([C:10]2[CH:11]=[CH:12][CH:13]=[C:8]([C:7]3[C:2]([F:1])=[N:3][CH:4]=[CH:5][CH:6]=3)[CH:9]=2)=[O:41])[CH:17]=[N:18]1. (5) Given the reactants [CH3:1][C:2]1[C:3]([CH2:9][N:10]([CH2:16][C:17]2[C:26]3[C:21](=[CH:22][CH:23]=[CH:24][CH:25]=3)[CH:20]=[CH:19][N:18]=2)[CH2:11][CH2:12][CH2:13][CH2:14][NH2:15])=[N:4][CH:5]=[C:6]([CH3:8])[CH:7]=1.[NH:27]1[C:31]2[CH:32]=[CH:33][CH:34]=[CH:35][C:30]=2[N:29]=[C:28]1[C:36](O)=[O:37].C1C=CC2N(O)N=NC=2C=1.CCN=C=NCCCN(C)C.CCN(C(C)C)C(C)C, predict the reaction product. The product is: [CH3:1][C:2]1[C:3]([CH2:9][N:10]([CH2:16][C:17]2[C:26]3[C:21](=[CH:22][CH:23]=[CH:24][CH:25]=3)[CH:20]=[CH:19][N:18]=2)[CH2:11][CH2:12][CH2:13][CH2:14][NH:15][C:36]([C:28]2[NH:27][C:31]3[CH:32]=[CH:33][CH:34]=[CH:35][C:30]=3[N:29]=2)=[O:37])=[N:4][CH:5]=[C:6]([CH3:8])[CH:7]=1. (6) Given the reactants [CH3:1][O:2][C:3]1[C:29]([O:30][CH3:31])=[CH:28][C:6]2[N:7]([C:10]3[S:14][C:13]([C:15]([NH2:17])=[O:16])=[C:12]([O:18]CC4C=CC(OC)=CC=4)[CH:11]=3)[CH:8]=[N:9][C:5]=2[CH:4]=1.[F:32][C:33]([F:38])([F:37])[C:34]([OH:36])=[O:35], predict the reaction product. The product is: [F:32][C:33]([F:38])([F:37])[C:34]([OH:36])=[O:35].[CH3:1][O:2][C:3]1[C:29]([O:30][CH3:31])=[CH:28][C:6]2[N:7]([C:10]3[S:14][C:13]([C:15]([NH2:17])=[O:16])=[C:12]([OH:18])[CH:11]=3)[CH:8]=[N:9][C:5]=2[CH:4]=1. (7) The product is: [O:1]=[C:2]([CH2:25][NH:26][S:27]([C:30]1[CH:35]=[CH:34][CH:33]=[CH:32][N:31]=1)(=[O:29])=[O:28])[CH2:3][NH:4][C:5](=[O:24])[O:6][C@H:7]([CH2:12][N:13]1[C:17]2[CH:18]=[C:19]([Cl:23])[C:20]([Cl:22])=[CH:21][C:16]=2[N:15]=[CH:14]1)[C:8]([CH3:10])([CH3:9])[CH3:11]. Given the reactants [OH:1][C@H:2]([CH2:25][NH:26][S:27]([C:30]1[CH:35]=[CH:34][CH:33]=[CH:32][N:31]=1)(=[O:29])=[O:28])[CH2:3][NH:4][C:5](=[O:24])[O:6][C@H:7]([CH2:12][N:13]1[C:17]2[CH:18]=[C:19]([Cl:23])[C:20]([Cl:22])=[CH:21][C:16]=2[N:15]=[CH:14]1)[C:8]([CH3:11])([CH3:10])[CH3:9].O[C@@H](CNS(C1C=CC=CN=1)(=O)=O)CNC(=O)O[C@H](CN1C2C=C(Cl)C(Cl)=CC=2N=C1)C(C)(C)C.CC(OI1(OC(C)=O)(OC(C)=O)OC(=O)C2C=CC=CC1=2)=O.S([O-])([O-])(=O)=S.[Na+].[Na+].C(=O)(O)[O-].[Na+], predict the reaction product. (8) Given the reactants [C:1]([C:5]1[CH:10]=[CH:9][C:8]([S:11]([NH:14][C:15]2[C:20]([O:21][C:22]3[CH:27]=[CH:26][CH:25]=[CH:24][C:23]=3[O:28][CH3:29])=[C:19](Cl)[N:18]=[C:17]([C:31]3[N:36]=[CH:35][CH:34]=[CH:33][N:32]=3)[N:16]=2)(=[O:13])=[O:12])=[CH:7][CH:6]=1)([CH3:4])([CH3:3])[CH3:2].[CH2:37]([OH:40])[CH2:38][OH:39].[OH-].[Na+], predict the reaction product. The product is: [CH3:2][C:1]([C:5]1[CH:10]=[CH:9][C:8]([S:11]([NH:14][C:15]2[C:20]([O:21][C:22]3[CH:27]=[CH:26][CH:25]=[CH:24][C:23]=3[O:28][CH3:29])=[C:19]([O:39][CH2:38][CH2:37][OH:40])[N:18]=[C:17]([C:31]3[N:36]=[CH:35][CH:34]=[CH:33][N:32]=3)[N:16]=2)(=[O:13])=[O:12])=[CH:7][CH:6]=1)([CH3:4])[CH3:3].